This data is from Reaction yield outcomes from USPTO patents with 853,638 reactions. The task is: Predict the reaction yield, written as a fraction of the theoretical maximum amount of product (1.0 means a 100% yield; for example, 0.34 means a 34% yield). (1) The reactants are [CH2:1]([O:8][C:9]([NH:11][C@H:12]1[CH2:17][CH2:16][C@@H:15]([NH:18][C:19](=[O:25])[O:20][C:21]([CH3:24])([CH3:23])[CH3:22])[CH2:14][C@H:13]1[C:26](=[S:28])[NH2:27])=[O:10])[C:2]1[CH:7]=[CH:6][CH:5]=[CH:4][CH:3]=1.Cl[CH2:30][C:31](=O)[CH3:32]. The catalyst is C1C=CC=CC=1. The product is [CH2:1]([O:8][C:9]([NH:11][C@H:12]1[CH2:17][CH2:16][C@@H:15]([NH:18][C:19](=[O:25])[O:20][C:21]([CH3:24])([CH3:23])[CH3:22])[CH2:14][C@H:13]1[C:26]1[S:28][CH:30]=[C:31]([CH3:32])[N:27]=1)=[O:10])[C:2]1[CH:3]=[CH:4][CH:5]=[CH:6][CH:7]=1. The yield is 0.440. (2) The reactants are [OH:1][C@@:2]1([C:9]#[C:10][C:11]2[CH:12]=[C:13]([N:17]3[C:25]4[C:20](=[CH:21][C:22]([C:26]5[CH:27]=[N:28][N:29]([CH2:31][CH2:32][OH:33])[CH:30]=5)=[CH:23][CH:24]=4)[C:19]([C:34]([O:36]C)=O)=[N:18]3)[CH:14]=[CH:15][CH:16]=2)[CH2:6][CH2:5][N:4]([CH3:7])[C:3]1=[O:8].[NH3:38]. No catalyst specified. The product is [OH:1][C@@:2]1([C:9]#[C:10][C:11]2[CH:12]=[C:13]([N:17]3[C:25]4[C:20](=[CH:21][C:22]([C:26]5[CH:27]=[N:28][N:29]([CH2:31][CH2:32][OH:33])[CH:30]=5)=[CH:23][CH:24]=4)[C:19]([C:34]([NH2:38])=[O:36])=[N:18]3)[CH:14]=[CH:15][CH:16]=2)[CH2:6][CH2:5][N:4]([CH3:7])[C:3]1=[O:8]. The yield is 0.450.